Dataset: Reaction yield outcomes from USPTO patents with 853,638 reactions. Task: Predict the reaction yield, written as a fraction of the theoretical maximum amount of product (1.0 means a 100% yield; for example, 0.34 means a 34% yield). (1) The catalyst is [Cu](I)I.O1CCOCC1. The reactants are [F:1][C:2]([F:15])([F:14])[C:3]1[CH:12]=[C:11]2[C:6]([CH2:7][CH2:8][NH:9][C:10]2=[O:13])=[CH:5][CH:4]=1.Br[C:17]1[N:21]([CH3:22])[CH:20]=[N:19][CH:18]=1.P([O-])([O-])([O-])=O.[K+].[K+].[K+]. The yield is 0.247. The product is [CH3:22][N:21]1[C:17]([N:9]2[CH2:8][CH2:7][C:6]3[C:11](=[CH:12][C:3]([C:2]([F:1])([F:14])[F:15])=[CH:4][CH:5]=3)[C:10]2=[O:13])=[CH:18][N:19]=[CH:20]1. (2) The reactants are [CH3:1][NH2:2].Cl[CH2:4][CH2:5][O:6][C:7]1[C:15]2[C:10](=[N:11][CH:12]=[N:13][C:14]=2[NH:16][C:17]2[CH:22]=[CH:21][C:20]([O:23][CH2:24][C:25]3[CH:30]=[CH:29][CH:28]=[C:27]([F:31])[CH:26]=3)=[C:19]([Cl:32])[CH:18]=2)[NH:9][N:8]=1. The catalyst is O.C(O)C. The product is [Cl:32][C:19]1[CH:18]=[C:17]([NH:16][C:14]2[N:13]=[CH:12][N:11]=[C:10]3[NH:9][N:8]=[C:7]([O:6][CH2:5][CH2:4][NH:2][CH3:1])[C:15]=23)[CH:22]=[CH:21][C:20]=1[O:23][CH2:24][C:25]1[CH:30]=[CH:29][CH:28]=[C:27]([F:31])[CH:26]=1. The yield is 0.140.